Dataset: Retrosynthesis with 50K atom-mapped reactions and 10 reaction types from USPTO. Task: Predict the reactants needed to synthesize the given product. (1) Given the product CCCNCc1cc(Oc2cccc(NC(=O)OCc3ccccc3)c2)ccc1[N+](=O)[O-], predict the reactants needed to synthesize it. The reactants are: CCCN.O=Cc1cc(Oc2cccc(NC(=O)OCc3ccccc3)c2)ccc1[N+](=O)[O-]. (2) Given the product CC(C)(C)OC(=O)N1CCN(c2cccc3cc(F)ccc23)CC1, predict the reactants needed to synthesize it. The reactants are: CC(C)(C)OC(=O)N1CCNCC1.O=S(=O)(Oc1cccc2cc(F)ccc12)C(F)(F)F.